This data is from Peptide-MHC class I binding affinity with 185,985 pairs from IEDB/IMGT. The task is: Regression. Given a peptide amino acid sequence and an MHC pseudo amino acid sequence, predict their binding affinity value. This is MHC class I binding data. (1) The peptide sequence is QLRSVGLNL. The MHC is HLA-B07:02 with pseudo-sequence HLA-B07:02. The binding affinity (normalized) is 0.342. (2) The peptide sequence is YLKDQQLL. The MHC is HLA-A02:03 with pseudo-sequence HLA-A02:03. The binding affinity (normalized) is 0.166. (3) The peptide sequence is APGWLIWTY. The MHC is HLA-B35:01 with pseudo-sequence HLA-B35:01. The binding affinity (normalized) is 0.711. (4) The peptide sequence is QLSLRMLSL. The MHC is HLA-B08:01 with pseudo-sequence HLA-B08:01. The binding affinity (normalized) is 0.376.